From a dataset of Catalyst prediction with 721,799 reactions and 888 catalyst types from USPTO. Predict which catalyst facilitates the given reaction. Reactant: C(OC(=O)[NH:7][C:8]1[CH:9]=[N:10][CH:11]=[C:12]([NH:14][C:15]([N:17]2[CH2:22][CH2:21][N:20]([C:23](=[O:39])[C:24]3[CH:29]=[CH:28][CH:27]=[C:26]([O:30][CH2:31][CH2:32][CH:33]4[CH2:38][CH2:37][CH2:36][CH2:35][CH2:34]4)[CH:25]=3)[CH2:19][CH2:18]2)=[O:16])[CH:13]=1)(C)(C)C.[ClH:41].CCOC(C)=O. Product: [ClH:41].[NH2:7][C:8]1[CH:13]=[C:12]([NH:14][C:15]([N:17]2[CH2:22][CH2:21][N:20]([C:23](=[O:39])[C:24]3[CH:29]=[CH:28][CH:27]=[C:26]([O:30][CH2:31][CH2:32][CH:33]4[CH2:38][CH2:37][CH2:36][CH2:35][CH2:34]4)[CH:25]=3)[CH2:19][CH2:18]2)=[O:16])[CH:11]=[N:10][CH:9]=1. The catalyst class is: 25.